From a dataset of Peptide-MHC class II binding affinity with 134,281 pairs from IEDB. Regression. Given a peptide amino acid sequence and an MHC pseudo amino acid sequence, predict their binding affinity value. This is MHC class II binding data. The peptide sequence is SINYRTEIDKPSQHH. The MHC is DRB1_0901 with pseudo-sequence DRB1_0901. The binding affinity (normalized) is 0.165.